Predict which catalyst facilitates the given reaction. From a dataset of Catalyst prediction with 721,799 reactions and 888 catalyst types from USPTO. (1) Reactant: [Cl:1][C:2]1[CH:7]=[C:6]([N:8]2[CH:12]=[N:11][N:10]=[N:9]2)[CH:5]=[CH:4][C:3]=1[CH2:13][C:14]([O:16]C)=[O:15].[Li+].[OH-].Cl. Product: [Cl:1][C:2]1[CH:7]=[C:6]([N:8]2[CH:12]=[N:11][N:10]=[N:9]2)[CH:5]=[CH:4][C:3]=1[CH2:13][C:14]([OH:16])=[O:15]. The catalyst class is: 1. (2) Reactant: [C:1]([O:5][C:6](=[O:37])[NH:7][CH2:8][C@H:9]([C:30]1[CH:35]=[CH:34][C:33]([NH2:36])=[CH:32][CH:31]=1)[NH:10][C:11]([C:13]1[S:29][C:16]2=[N:17][C:18]3[CH2:19][CH2:20][C@@H:21]([C:25]([CH3:28])([CH3:27])[CH3:26])[CH2:22][C:23]=3[CH:24]=[C:15]2[CH:14]=1)=[O:12])([CH3:4])([CH3:3])[CH3:2].CCN(CC)CC.[O:45]1[CH:49]=[CH:48][CH:47]=[C:46]1[C:50](Cl)=[O:51].CO. Product: [C:1]([O:5][C:6](=[O:37])[NH:7][CH2:8][C@@H:9]([NH:10][C:11]([C:13]1[S:29][C:16]2=[N:17][C:18]3[CH2:19][CH2:20][C@@H:21]([C:25]([CH3:28])([CH3:27])[CH3:26])[CH2:22][C:23]=3[CH:24]=[C:15]2[CH:14]=1)=[O:12])[C:30]1[CH:31]=[CH:32][C:33]([NH:36][C:50]([C:46]2[O:45][CH:49]=[CH:48][CH:47]=2)=[O:51])=[CH:34][CH:35]=1)([CH3:2])([CH3:3])[CH3:4]. The catalyst class is: 2. (3) Reactant: OC(C)(C)C[C@@:4]1([C:28]2[CH:33]=[CH:32][CH:31]=[CH:30][CH:29]=2)[O:9][C:8](=[O:10])[N:7]([C@H](C2C=CC(B3OC(C)(C)C(C)(C)O3)=CC=2)C)[CH2:6][CH2:5]1.BrC1C=CC(=O)N(C(C)C)C=1.C([O-])([O-])=O.[Cs+].[Cs+]. Product: [C:28]1([CH:4]2[O:9][C:8](=[O:10])[NH:7][CH2:6][CH2:5]2)[CH:29]=[CH:30][CH:31]=[CH:32][CH:33]=1. The catalyst class is: 184. (4) Reactant: [C:1]1([C:13](=O)[CH2:14][C:15]#[N:16])[C:11]2=[C:12]3[C:7](=[CH:8][CH:9]=[CH:10]2)[CH2:6][CH2:5][CH2:4][N:3]3[CH:2]=1.[BH4-].[Na+]. Product: [C:1]1(/[CH:13]=[CH:14]/[C:15]#[N:16])[C:11]2=[C:12]3[C:7](=[CH:8][CH:9]=[CH:10]2)[CH2:6][CH2:5][CH2:4][N:3]3[CH:2]=1. The catalyst class is: 9. (5) Reactant: [OH:1][CH:2]1[CH2:7][CH2:6][CH2:5][CH:4]([NH:8][C:9](=[O:15])[O:10][C:11]([CH3:14])([CH3:13])[CH3:12])[CH2:3]1.CC(OI1(OC(C)=O)(OC(C)=O)OC(=O)C2C=CC=CC1=2)=O. Product: [C:11]([O:10][C:9](=[O:15])[NH:8][CH:4]1[CH2:5][CH2:6][CH2:7][C:2](=[O:1])[CH2:3]1)([CH3:14])([CH3:12])[CH3:13]. The catalyst class is: 2. (6) Reactant: [CH3:1][C@@H:2]([C@@H:5]([O:7][CH:8]1[CH2:13][CH2:12][CH2:11][CH2:10][O:9]1)[CH3:6])[CH2:3][OH:4].CCN(CC)CC.O.CCOCC. Product: [CH3:1][C@@H:2]([C@@H:5]([O:7][CH:8]1[CH2:13][CH2:12][CH2:11][CH2:10][O:9]1)[CH3:6])[CH:3]=[O:4]. The catalyst class is: 16. (7) Reactant: [NH2:1][C@@H:2]([C:5]([CH3:8])([CH3:7])[CH3:6])[CH2:3][OH:4].[CH:9](=O)[C:10]1[CH:15]=[CH:14][CH:13]=[CH:12][CH:11]=1.[BH4-].[Na+]. Product: [CH2:9]([NH:1][C@@H:2]([C:5]([CH3:8])([CH3:7])[CH3:6])[CH2:3][OH:4])[C:10]1[CH:15]=[CH:14][CH:13]=[CH:12][CH:11]=1. The catalyst class is: 48.